From a dataset of NCI-60 drug combinations with 297,098 pairs across 59 cell lines. Regression. Given two drug SMILES strings and cell line genomic features, predict the synergy score measuring deviation from expected non-interaction effect. (1) Drug 1: CNC(=O)C1=CC=CC=C1SC2=CC3=C(C=C2)C(=NN3)C=CC4=CC=CC=N4. Drug 2: C1CC(C1)(C(=O)O)C(=O)O.[NH2-].[NH2-].[Pt+2]. Cell line: EKVX. Synergy scores: CSS=14.4, Synergy_ZIP=-1.77, Synergy_Bliss=3.82, Synergy_Loewe=1.88, Synergy_HSA=4.04. (2) Drug 1: CCCCCOC(=O)NC1=NC(=O)N(C=C1F)C2C(C(C(O2)C)O)O. Drug 2: CC(C)(C#N)C1=CC(=CC(=C1)CN2C=NC=N2)C(C)(C)C#N. Cell line: NCI-H522. Synergy scores: CSS=-0.666, Synergy_ZIP=0.371, Synergy_Bliss=0.681, Synergy_Loewe=-1.13, Synergy_HSA=-0.840. (3) Drug 1: CC1=CC=C(C=C1)C2=CC(=NN2C3=CC=C(C=C3)S(=O)(=O)N)C(F)(F)F. Drug 2: CC(C)(C#N)C1=CC(=CC(=C1)CN2C=NC=N2)C(C)(C)C#N. Cell line: A498. Synergy scores: CSS=7.07, Synergy_ZIP=-6.36, Synergy_Bliss=-8.52, Synergy_Loewe=-0.855, Synergy_HSA=-2.45. (4) Drug 1: CC(C)(C#N)C1=CC(=CC(=C1)CN2C=NC=N2)C(C)(C)C#N. Drug 2: CC1=C(C=C(C=C1)C(=O)NC2=CC(=CC(=C2)C(F)(F)F)N3C=C(N=C3)C)NC4=NC=CC(=N4)C5=CN=CC=C5. Cell line: NCI/ADR-RES. Synergy scores: CSS=1.45, Synergy_ZIP=-0.890, Synergy_Bliss=-1.06, Synergy_Loewe=0.366, Synergy_HSA=0.141. (5) Synergy scores: CSS=-1.65, Synergy_ZIP=-0.0174, Synergy_Bliss=-1.41, Synergy_Loewe=-2.45, Synergy_HSA=-2.21. Drug 2: C1=NNC2=C1C(=O)NC=N2. Drug 1: CC1=CC2C(CCC3(C2CCC3(C(=O)C)OC(=O)C)C)C4(C1=CC(=O)CC4)C. Cell line: NCI/ADR-RES. (6) Drug 1: C1CN1P(=S)(N2CC2)N3CC3. Drug 2: C(CN)CNCCSP(=O)(O)O. Cell line: BT-549. Synergy scores: CSS=11.9, Synergy_ZIP=-4.49, Synergy_Bliss=2.08, Synergy_Loewe=0.483, Synergy_HSA=3.96. (7) Drug 1: COCCOC1=C(C=C2C(=C1)C(=NC=N2)NC3=CC=CC(=C3)C#C)OCCOC.Cl. Drug 2: N.N.Cl[Pt+2]Cl. Cell line: SK-MEL-28. Synergy scores: CSS=22.2, Synergy_ZIP=-13.4, Synergy_Bliss=-6.43, Synergy_Loewe=-23.2, Synergy_HSA=-3.87. (8) Drug 1: CCCS(=O)(=O)NC1=C(C(=C(C=C1)F)C(=O)C2=CNC3=C2C=C(C=N3)C4=CC=C(C=C4)Cl)F. Drug 2: CC1=CC2C(CCC3(C2CCC3(C(=O)C)OC(=O)C)C)C4(C1=CC(=O)CC4)C. Cell line: M14. Synergy scores: CSS=42.3, Synergy_ZIP=5.89, Synergy_Bliss=3.35, Synergy_Loewe=-26.7, Synergy_HSA=1.57.